This data is from Full USPTO retrosynthesis dataset with 1.9M reactions from patents (1976-2016). The task is: Predict the reactants needed to synthesize the given product. (1) Given the product [CH2:1]([O:8][C:9]1[CH:10]=[C:11]([Cl:30])[C:12]([CH2:16][C:18]2[CH:19]=[CH:20][C:21]([CH2:24][CH2:25][O:26][CH2:27][O:28][CH3:29])=[CH:22][CH:23]=2)=[CH:13][C:14]=1[Br:15])[C:2]1[CH:3]=[CH:4][CH:5]=[CH:6][CH:7]=1, predict the reactants needed to synthesize it. The reactants are: [CH2:1]([O:8][C:9]1[C:14]([Br:15])=[CH:13][C:12]([CH:16]([C:18]2[CH:23]=[CH:22][C:21]([CH2:24][CH2:25][O:26][CH2:27][O:28][CH3:29])=[CH:20][CH:19]=2)O)=[C:11]([Cl:30])[CH:10]=1)[C:2]1[CH:7]=[CH:6][CH:5]=[CH:4][CH:3]=1.[SiH](CC)(CC)CC.B(F)(F)F.CCOCC.C(=O)(O)[O-].[Na+]. (2) Given the product [C:53]([O:57][C:58](=[O:69])[NH:59][CH2:60][CH:61]([NH:68][C:22](=[O:23])[C:21]1[CH:25]=[CH:26][C:27]([CH3:28])=[C:19]([NH:18][C:16]([C:7]2[C:8](=[O:15])[NH:9][C:10]3[C:5]([CH:6]=2)=[CH:4][C:3]([O:2][CH3:1])=[C:12]([O:13][CH3:14])[CH:11]=3)=[O:17])[CH:20]=1)[C:62]1[CH:63]=[CH:64][CH:65]=[CH:66][CH:67]=1)([CH3:56])([CH3:54])[CH3:55], predict the reactants needed to synthesize it. The reactants are: [CH3:1][O:2][C:3]1[CH:4]=[C:5]2[C:10](=[CH:11][C:12]=1[O:13][CH3:14])[NH:9][C:8](=[O:15])[C:7]([C:16]([NH:18][C:19]1[CH:20]=[C:21]([CH:25]=[CH:26][C:27]=1[CH3:28])[C:22](O)=[O:23])=[O:17])=[CH:6]2.CN(C(ON1N=NC2C=CC=NC1=2)=[N+](C)C)C.F[P-](F)(F)(F)(F)F.[C:53]([O:57][C:58](=[O:69])[NH:59][CH2:60][CH:61]([NH2:68])[C:62]1[CH:67]=[CH:66][CH:65]=[CH:64][CH:63]=1)([CH3:56])([CH3:55])[CH3:54].C(=O)(O)[O-].[Na+]. (3) Given the product [Cl:1][C:2]1[CH:22]=[CH:21][C:5]([C:6](/[N:8]=[C:9](/[NH:28][CH2:27][C:26]2[CH:29]=[C:30]([F:33])[C:31]([F:32])=[C:24]([F:23])[CH:25]=2)\[NH:10][C:11]2[NH:15][N:14]=[C:13]([C:16]([F:19])([F:18])[F:17])[CH:12]=2)=[O:7])=[CH:4][CH:3]=1, predict the reactants needed to synthesize it. The reactants are: [Cl:1][C:2]1[CH:22]=[CH:21][C:5]([C:6]([NH:8][C:9](=S)[NH:10][C:11]2[NH:15][N:14]=[C:13]([C:16]([F:19])([F:18])[F:17])[CH:12]=2)=[O:7])=[CH:4][CH:3]=1.[F:23][C:24]1[CH:25]=[C:26]([CH:29]=[C:30]([F:33])[C:31]=1[F:32])[CH2:27][NH2:28].Cl.C(N=C=NCCCN(C)C)C. (4) Given the product [N+:1]([C:4]1[CH:5]=[C:6]([CH:10]=[CH:11][CH:12]=1)[C:7]([O:9][CH3:15])=[O:8])([O-:3])=[O:2], predict the reactants needed to synthesize it. The reactants are: [N+:1]([C:4]1[CH:5]=[C:6]([CH:10]=[CH:11][CH:12]=1)[C:7]([OH:9])=[O:8])([O-:3])=[O:2].[N+](=[CH2:15])=[N-].CO. (5) The reactants are: [I-:1].[CH2:2]([O:4][C:5]1[CH:10]=[C:9]([N+:11]([O-])=O)[CH:8]=[CH:7][C:6]=1[C:14]1[CH:19]=[CH:18][N+:17]([CH3:20])=[CH:16][CH:15]=1)[CH3:3]. Given the product [IH:1].[CH2:2]([O:4][C:5]1[CH:10]=[C:9]([NH2:11])[CH:8]=[CH:7][C:6]=1[CH:14]1[CH2:19][CH2:18][N:17]([CH3:20])[CH2:16][CH2:15]1)[CH3:3], predict the reactants needed to synthesize it. (6) Given the product [CH2:35]([O:37][C:38](=[O:49])[C@@H:39]([NH:48][C:23]([C:21]1[N:20]=[N:19][N:18]([CH2:17][CH2:16][NH:15][C:13](=[O:14])[C:12]2[CH:26]=[CH:27][C:28]([O:32][CH3:33])=[C:29]([O:30][CH3:31])[C:11]=2[O:10][CH3:9])[CH:22]=1)=[O:25])[CH2:40][CH2:41][C:42]1[CH:47]=[CH:46][CH:45]=[CH:44][CH:43]=1)[CH3:36], predict the reactants needed to synthesize it. The reactants are: N1C=C(C(O)=O)N=N1.[CH3:9][O:10][C:11]1[C:29]([O:30][CH3:31])=[C:28]([O:32][CH3:33])[CH:27]=[CH:26][C:12]=1[C:13]([NH:15][CH2:16][CH2:17][N:18]1[CH:22]=[C:21]([C:23]([OH:25])=O)[N:20]=[N:19]1)=[O:14].Cl.[CH2:35]([O:37][C:38](=[O:49])[C@@H:39]([NH2:48])[CH2:40][CH2:41][C:42]1[CH:47]=[CH:46][CH:45]=[CH:44][CH:43]=1)[CH3:36].